Dataset: Catalyst prediction with 721,799 reactions and 888 catalyst types from USPTO. Task: Predict which catalyst facilitates the given reaction. (1) Reactant: [CH:1]([N:14]1[C:26]2[CH:25]=[C:24]([C:27](O)=[O:28])[CH:23]=[CH:22][C:21]=2[C:20]2[C:15]1=[CH:16][C:17]([C:32]1[C:33]([CH3:38])=[N:34][O:35][C:36]=1[CH3:37])=[CH:18][C:19]=2[C:30]#[N:31])([C:8]1[CH:13]=[CH:12][CH:11]=[CH:10][CH:9]=1)[C:2]1[CH:7]=[CH:6][CH:5]=[CH:4][CH:3]=1.CN(C(ON1N=NC2C=CC=CC1=2)=[N+](C)C)C.[B-](F)(F)(F)F.[NH:61]1[CH2:66][CH2:65][O:64][CH2:63][CH2:62]1. Product: [CH:1]([N:14]1[C:15]2[CH:16]=[C:17]([C:32]3[C:33]([CH3:38])=[N:34][O:35][C:36]=3[CH3:37])[CH:18]=[C:19]([C:30]#[N:31])[C:20]=2[C:21]2[C:26]1=[CH:25][C:24]([C:27]([N:61]1[CH2:66][CH2:65][O:64][CH2:63][CH2:62]1)=[O:28])=[CH:23][CH:22]=2)([C:8]1[CH:9]=[CH:10][CH:11]=[CH:12][CH:13]=1)[C:2]1[CH:3]=[CH:4][CH:5]=[CH:6][CH:7]=1. The catalyst class is: 18. (2) Reactant: [CH3:1][C:2]1[N:6]([CH:7]([CH3:9])[CH3:8])[C:5]([C:10]2[CH:15]=[CH:14][N:13]=[C:12]([NH:16][CH:17]3[CH2:22][CH2:21][N:20](S(CCCN4CCCC4)(=O)=O)[CH2:19][CH2:18]3)[N:11]=2)=[CH:4][N:3]=1.[CH2:34](N1CCC(N)CC1)[CH2:35][CH3:36]. Product: [CH3:1][C:2]1[N:6]([CH:7]([CH3:8])[CH3:9])[C:5]([C:10]2[CH:15]=[CH:14][N:13]=[C:12]([NH:16][CH:17]3[CH2:18][CH2:19][N:20]([CH2:34][CH2:35][CH3:36])[CH2:21][CH2:22]3)[N:11]=2)=[CH:4][N:3]=1. The catalyst class is: 41.